From a dataset of Forward reaction prediction with 1.9M reactions from USPTO patents (1976-2016). Predict the product of the given reaction. (1) The product is: [CH2:20]([NH:27][C:28]([N:17]1[CH2:16][CH2:15][N:14]([C:6]2[C:5]3[C:10](=[CH:11][C:12]([CH3:13])=[C:3]([O:2][CH3:1])[CH:4]=3)[N:9]=[CH:8][N:7]=2)[CH2:19][CH2:18]1)=[S:29])[C:21]1[CH:26]=[CH:25][CH:24]=[CH:23][CH:22]=1. Given the reactants [CH3:1][O:2][C:3]1[CH:4]=[C:5]2[C:10](=[CH:11][C:12]=1[CH3:13])[N:9]=[CH:8][N:7]=[C:6]2[N:14]1[CH2:19][CH2:18][NH:17][CH2:16][CH2:15]1.[CH2:20]([N:27]=[C:28]=[S:29])[C:21]1[CH:26]=[CH:25][CH:24]=[CH:23][CH:22]=1, predict the reaction product. (2) Given the reactants [Cl:1][C:2]1[C:10]([F:11])=[C:9]2[C:5]([CH:6]=[CH:7][NH:8]2)=[CH:4][CH:3]=1.CNCCNC.P([O-])([O-])([O-])=O.[K+].[K+].[K+].Br[C:27]1[CH:28]=[N:29][N:30]([CH2:32][CH2:33][CH3:34])[CH:31]=1, predict the reaction product. The product is: [Cl:1][C:2]1[C:10]([F:11])=[C:9]2[C:5]([CH:6]=[CH:7][N:8]2[C:27]2[CH:28]=[N:29][N:30]([CH2:32][CH2:33][CH3:34])[CH:31]=2)=[CH:4][CH:3]=1. (3) Given the reactants [CH3:1][O:2][C:3]1[CH:8]=[C:7]([N:9]2[CH2:14][CH2:13][O:12][CH2:11][CH2:10]2)[C:6]([N+:15]([O-])=O)=[CH:5][C:4]=1[NH:18][C:19]1[N:24]=[C:23]([N:25]2[CH:29]=[C:28]([CH:30]=O)[C:27]([C:32]3[CH:37]=[CH:36][CH:35]=[CH:34][CH:33]=3)=[N:26]2)[C:22]([CH3:38])=[CH:21][N:20]=1.[CH3:39][NH:40][CH3:41], predict the reaction product. The product is: [CH3:39][N:40]([CH2:30][C:28]1[C:27]([C:32]2[CH:33]=[CH:34][CH:35]=[CH:36][CH:37]=2)=[N:26][N:25]([C:23]2[C:22]([CH3:38])=[CH:21][N:20]=[C:19]([NH:18][C:4]3[C:3]([O:2][CH3:1])=[CH:8][C:7]([N:9]4[CH2:14][CH2:13][O:12][CH2:11][CH2:10]4)=[C:6]([NH:15][C:3](=[O:2])[CH:4]=[CH2:5])[CH:5]=3)[N:24]=2)[CH:29]=1)[CH3:41]. (4) Given the reactants [CH3:1][O:2][CH:3]([O:16][CH3:17])[CH2:4][NH:5][C:6](=[O:15])[O:7][CH2:8][C:9]1[CH:14]=[CH:13][CH:12]=[CH:11][CH:10]=1.[OH-].[K+].[CH2:20](Br)[CH:21]=[CH2:22], predict the reaction product. The product is: [CH2:22]([N:5]([CH2:4][CH:3]([O:2][CH3:1])[O:16][CH3:17])[C:6](=[O:15])[O:7][CH2:8][C:9]1[CH:14]=[CH:13][CH:12]=[CH:11][CH:10]=1)[CH:21]=[CH2:20].